Dataset: Reaction yield outcomes from USPTO patents with 853,638 reactions. Task: Predict the reaction yield, written as a fraction of the theoretical maximum amount of product (1.0 means a 100% yield; for example, 0.34 means a 34% yield). (1) The reactants are C([O:4][C:5]1[C:6]([C:17]([CH3:20])([CH3:19])[CH3:18])=[CH:7][C:8]2[O:12][C:11]([CH3:14])([CH3:13])[CH2:10][C:9]=2[C:15]=1[CH3:16])(=O)C.[H-].[Al+3].[Li+].[H-].[H-].[H-]. The catalyst is O1CCCC1. The product is [C:17]([C:6]1[C:5]([OH:4])=[C:15]([CH3:16])[C:9]2[CH2:10][C:11]([CH3:13])([CH3:14])[O:12][C:8]=2[CH:7]=1)([CH3:20])([CH3:18])[CH3:19]. The yield is 0.450. (2) The reactants are [CH2:1]([CH:5]([CH2:9][CH2:10][CH:11]([CH3:13])[CH3:12])[C:6](=[O:8])[CH3:7])[CH2:2][CH2:3][CH3:4].[H-].[H-].[H-].[H-].[Li+].[Al+3].O.[OH-].[Na+]. The catalyst is C1COCC1. The product is [CH2:1]([CH:5]([CH2:9][CH2:10][CH:11]([CH3:12])[CH3:13])[CH:6]([OH:8])[CH3:7])[CH2:2][CH2:3][CH3:4]. The yield is 0.745.